Dataset: Catalyst prediction with 721,799 reactions and 888 catalyst types from USPTO. Task: Predict which catalyst facilitates the given reaction. The catalyst class is: 61. Product: [OH:20][CH2:19][C@@H:13]1[C@@:12]([CH3:21])([C@H:11]2[CH2:10][CH2:9][C@@:8]3([CH3:22])[C@@H:4]([CH2:5][CH2:6][C:7]3=[CH2:23])[C@@H:3]2[CH2:2][NH:1][CH2:30][C:29]2[CH:28]=[CH:27][C:26]([C:25]([F:24])([F:34])[F:35])=[CH:33][CH:32]=2)[CH2:17][CH2:16][C@H:15]([OH:18])[CH2:14]1. Reactant: [NH2:1][CH2:2][C@@H:3]1[C@@H:11]([C@@:12]2([CH3:21])[CH2:17][CH2:16][C@H:15]([OH:18])[CH2:14][C@@H:13]2[CH2:19][OH:20])[CH2:10][CH2:9][C@@:8]2([CH3:22])[C@H:4]1[CH2:5][CH2:6][C:7]2=[CH2:23].[F:24][C:25]([F:35])([F:34])[C:26]1[CH:33]=[CH:32][C:29]([CH:30]=O)=[CH:28][CH:27]=1.[BH4-].[Na+].